This data is from Forward reaction prediction with 1.9M reactions from USPTO patents (1976-2016). The task is: Predict the product of the given reaction. (1) Given the reactants C1([C@@H]([NH:9][C@@H:10]2[C@@H:15]([C:16]([O:18][CH2:19][CH3:20])=[O:17])[CH2:14][CH2:13][O:12][CH2:11]2)C)C=CC=CC=1, predict the reaction product. The product is: [NH2:9][C@@H:10]1[C@@H:15]([C:16]([O:18][CH2:19][CH3:20])=[O:17])[CH2:14][CH2:13][O:12][CH2:11]1. (2) Given the reactants [NH2:1][C:2]1[CH:3]=[C:4]([CH:23]=[CH:24][C:25]=1[B:26]1OC(C)(C)C(C)(C)[O:27]1)[C:5]([NH:7][N:8]([C:19]([CH3:22])([CH3:21])[CH3:20])[C:9](=[O:18])[C:10]1[CH:15]=[C:14]([CH3:16])[CH:13]=[C:12]([CH3:17])[CH:11]=1)=[O:6].[N:35]([C:38]1[CH:43]=[CH:42][CH:41]=[CH:40][CH:39]=1)=[C:36]=[S:37], predict the reaction product. The product is: [C:19]([N:8]([C:9](=[O:18])[C:10]1[CH:11]=[C:12]([CH3:17])[CH:13]=[C:14]([CH3:16])[CH:15]=1)[NH:7][C:5]([C:4]1[CH:23]=[CH:24][C:25]2[B:26]([OH:27])[N:35]([C:38]3[CH:43]=[CH:42][CH:41]=[CH:40][CH:39]=3)[C:36](=[S:37])[NH:1][C:2]=2[CH:3]=1)=[O:6])([CH3:22])([CH3:21])[CH3:20]. (3) Given the reactants [F:1][C:2]1[CH:3]=[C:4]([C@:8]([C@@H:16]2[CH2:21][CH2:20][CH2:19][N:18]([C:22]([NH:24][CH:25]([CH2:38][C:39]3([OH:45])[CH2:44][CH2:43][CH2:42][CH2:41][CH2:40]3)[CH2:26][N:27](C)[C:28](OCC[Si](C)(C)C)=O)=[O:23])[CH2:17]2)([OH:15])[CH2:9][CH2:10][CH2:11][CH2:12][O:13][CH3:14])[CH:5]=[CH:6][CH:7]=1.[N+](CC)(CC)(CC)CC.[F-], predict the reaction product. The product is: [F:1][C:2]1[CH:3]=[C:4]([C@:8]([C@@H:16]2[CH2:21][CH2:20][CH2:19][N:18]([C:22]([NH:24][CH:25]([CH2:38][C:39]3([OH:45])[CH2:40][CH2:41][CH2:42][CH2:43][CH2:44]3)[CH2:26][NH:27][CH3:28])=[O:23])[CH2:17]2)([OH:15])[CH2:9][CH2:10][CH2:11][CH2:12][O:13][CH3:14])[CH:5]=[CH:6][CH:7]=1. (4) Given the reactants [CH2:1]([O:5][CH:6]1[CH2:11][CH2:10][C:9]([C:12]2[CH:17]=[CH:16][CH:15]=[C:14]([F:18])[C:13]=2[F:19])=[CH:8][CH2:7]1)[CH2:2][CH2:3][CH3:4].C([Li])(CC)C.[B:25](OC)([O:28]C)[O:26]C.Cl, predict the reaction product. The product is: [CH2:1]([O:5][CH:6]1[CH2:11][CH2:10][C:9]([C:12]2[CH:17]=[CH:16][C:15]([B:25]([OH:28])[OH:26])=[C:14]([F:18])[C:13]=2[F:19])=[CH:8][CH2:7]1)[CH2:2][CH2:3][CH3:4]. (5) Given the reactants [Li+].[C:2]([C:6]1[CH:11]=[CH:10][C:9]([N:12]2[CH2:17][CH2:16][N:15]([CH2:18][CH2:19][CH2:20][C:21]([O-])=[O:22])[CH2:14][CH2:13]2)=[CH:8][CH:7]=1)([CH3:5])([CH3:4])[CH3:3].F[P-](F)(F)(F)(F)F.CN(C)C(ON1C2C=CC=CC=2N=N1)=[N+](C)C.C(N(C(C)C)CC)(C)C.Cl.[N+:58]([C:61]1[CH:66]=[CH:65][C:64]([NH:67][C@@H:68]2[CH2:72][CH2:71][NH:70][CH2:69]2)=[CH:63][C:62]=1[C:73]([F:76])([F:75])[F:74])([O-:60])=[O:59].[O-2].[Al+3].[O-2].[O-2].[Al+3], predict the reaction product. The product is: [C:2]([C:6]1[CH:7]=[CH:8][C:9]([N:12]2[CH2:17][CH2:16][N:15]([CH2:18][CH2:19][CH2:20][C:21]([N:70]3[CH2:71][CH2:72][C@@H:68]([NH:67][C:64]4[CH:65]=[CH:66][C:61]([N+:58]([O-:60])=[O:59])=[C:62]([C:73]([F:74])([F:76])[F:75])[CH:63]=4)[CH2:69]3)=[O:22])[CH2:14][CH2:13]2)=[CH:10][CH:11]=1)([CH3:4])([CH3:5])[CH3:3]. (6) Given the reactants [CH2:1]([C:3]1[S:4][CH:5]=[CH:6][CH:7]=1)[CH3:2].[Br:8][C:9]1[CH:10]=[C:11]([CH:14]=[CH:15][C:16]=1[O:17][CH3:18])[CH:12]=O, predict the reaction product. The product is: [Br:8][C:9]1[CH:10]=[C:11]([CH2:12][C:5]2[S:4][C:3]([CH2:1][CH3:2])=[CH:7][CH:6]=2)[CH:14]=[CH:15][C:16]=1[O:17][CH3:18]. (7) Given the reactants Cl[C:2]1[C:3]2[O:10][C:9]3[CH:11]=[CH:12][C:13]([Cl:15])=[CH:14][C:8]=3[C:4]=2[N:5]=[CH:6][N:7]=1.[NH:16]1[CH2:20][CH2:19][C@H:18]([NH:21][C:22](=[O:28])[O:23][C:24]([CH3:27])([CH3:26])[CH3:25])[CH2:17]1, predict the reaction product. The product is: [Cl:15][C:13]1[CH:12]=[CH:11][C:9]2[O:10][C:3]3[C:2]([N:16]4[CH2:20][CH2:19][C@H:18]([NH:21][C:22](=[O:28])[O:23][C:24]([CH3:26])([CH3:25])[CH3:27])[CH2:17]4)=[N:7][CH:6]=[N:5][C:4]=3[C:8]=2[CH:14]=1.